This data is from Forward reaction prediction with 1.9M reactions from USPTO patents (1976-2016). The task is: Predict the product of the given reaction. (1) Given the reactants [C:1]1([C:10]2[C:5](=[N:6][CH:7]=[CH:8][CH:9]=2)[CH2:4][O:3]1)=[O:2].[Br:11][C:12]1[CH:13]=[C:14]([OH:18])[CH:15]=[CH:16][CH:17]=1.CO.C[O-].[Na+].CN(C=O)C, predict the reaction product. The product is: [Br:11][C:12]1[CH:13]=[C:14]([CH:15]=[CH:16][CH:17]=1)[O:18][CH2:4][C:5]1[N:6]=[CH:7][CH:8]=[CH:9][C:10]=1[C:1]([OH:3])=[O:2]. (2) Given the reactants [BH4-].[Na+].[CH2:3]([O:10][C:11]1[CH:18]=[C:17]([F:19])[CH:16]=[CH:15][C:12]=1[CH:13]=[O:14])[C:4]1[CH:9]=[CH:8][CH:7]=[CH:6][CH:5]=1, predict the reaction product. The product is: [CH2:3]([O:10][C:11]1[CH:18]=[C:17]([F:19])[CH:16]=[CH:15][C:12]=1[CH2:13][OH:14])[C:4]1[CH:5]=[CH:6][CH:7]=[CH:8][CH:9]=1.